Dataset: Forward reaction prediction with 1.9M reactions from USPTO patents (1976-2016). Task: Predict the product of the given reaction. Given the reactants Cl[C:2]1[C:11]2[C:6](=[C:7]([S:12][CH3:13])[CH:8]=[CH:9][CH:10]=2)[N:5]=[C:4]([CH3:14])[CH:3]=1.[Cl:15][C:16]1[CH:17]=[C:18]([CH:21]=[CH:22][C:23]=1[Cl:24])[CH2:19][NH2:20], predict the reaction product. The product is: [Cl:15][C:16]1[CH:17]=[C:18]([CH:21]=[CH:22][C:23]=1[Cl:24])[CH2:19][NH:20][C:2]1[C:11]2[C:6](=[C:7]([S:12][CH3:13])[CH:8]=[CH:9][CH:10]=2)[N:5]=[C:4]([CH3:14])[CH:3]=1.